This data is from Forward reaction prediction with 1.9M reactions from USPTO patents (1976-2016). The task is: Predict the product of the given reaction. (1) Given the reactants [OH:1][C@H:2]1[C:6]2[N:7]=[CH:8][N:9]=[C:10]([N:11]3[CH2:16][CH2:15][N:14]([C:17]([O:19][C:20]([CH3:23])([CH3:22])[CH3:21])=[O:18])[CH2:13][C@@H:12]3[CH3:24])[C:5]=2[C@H:4]([CH3:25])[CH2:3]1.[H-].[Na+].[CH3:28]I, predict the reaction product. The product is: [CH3:28][O:1][C@H:2]1[C:6]2[N:7]=[CH:8][N:9]=[C:10]([N:11]3[CH2:16][CH2:15][N:14]([C:17]([O:19][C:20]([CH3:23])([CH3:22])[CH3:21])=[O:18])[CH2:13][C@@H:12]3[CH3:24])[C:5]=2[C@H:4]([CH3:25])[CH2:3]1. (2) Given the reactants [NH2:1][C:2]([NH:4][C:5]1[C:6]([C:18]([NH2:20])=[O:19])=[N:7][N:8]([C:10]2[CH:15]=[CH:14][C:13](I)=[C:12]([CH3:17])[CH:11]=2)[CH:9]=1)=[O:3].[OH:21][C:22]1[CH:27]=[C:26]([F:28])[CH:25]=[CH:24][C:23]=1B(O)O.C([O-])([O-])=O.[Cs+].[Cs+], predict the reaction product. The product is: [F:28][C:26]1[CH:25]=[CH:24][C:23]([C:13]2[CH:14]=[CH:15][C:10]([N:8]3[CH:9]=[C:5]([NH:4][C:2]([NH2:1])=[O:3])[C:6]([C:18]([NH2:20])=[O:19])=[N:7]3)=[CH:11][C:12]=2[CH3:17])=[C:22]([OH:21])[CH:27]=1.